This data is from CYP2C9 inhibition data for predicting drug metabolism from PubChem BioAssay. The task is: Regression/Classification. Given a drug SMILES string, predict its absorption, distribution, metabolism, or excretion properties. Task type varies by dataset: regression for continuous measurements (e.g., permeability, clearance, half-life) or binary classification for categorical outcomes (e.g., BBB penetration, CYP inhibition). Dataset: cyp2c9_veith. The drug is C#CCOC(=O)Nc1ccc(=O)n(Cc2c(Cl)cccc2Cl)c1. The result is 1 (inhibitor).